Predict the product of the given reaction. From a dataset of Forward reaction prediction with 1.9M reactions from USPTO patents (1976-2016). (1) Given the reactants C([O:4][CH2:5][C:6]1[C:11]([C:12]2[CH:17]=[CH:16][N:15]=[C:14]3[NH:18][C:19]([C:21]4[CH:22]=[N:23][N:24]([CH3:26])[CH:25]=4)=[N:20][C:13]=23)=[CH:10][CH:9]=[CH:8][C:7]=1[N:27]1[CH2:36][CH2:35][C:34]2[C:29](=[CH:30][CH:31]=[C:32]([CH:37]3[CH2:39][CH2:38]3)[CH:33]=2)[C:28]1=[O:40])(=O)C.O.[OH-].[Li+].C(O)(C)C.C1COCC1.O, predict the reaction product. The product is: [CH:37]1([C:32]2[CH:33]=[C:34]3[C:29](=[CH:30][CH:31]=2)[C:28](=[O:40])[N:27]([C:7]2[CH:8]=[CH:9][CH:10]=[C:11]([C:12]4[CH:17]=[CH:16][N:15]=[C:14]5[NH:18][C:19]([C:21]6[CH:22]=[N:23][N:24]([CH3:26])[CH:25]=6)=[N:20][C:13]=45)[C:6]=2[CH2:5][OH:4])[CH2:36][CH2:35]3)[CH2:39][CH2:38]1. (2) Given the reactants [C:1]1([C:7]2[N:8]=[C:9]([CH:12]3[CH2:21][C:20]4[C:15](=[CH:16][CH:17]=[CH:18][CH:19]=4)[CH2:14][NH:13]3)[NH:10][CH:11]=2)[CH:6]=[CH:5][CH:4]=[CH:3][CH:2]=1.[C:22]([O:26][C:27]([NH:29][CH:30]([CH2:34][C:35]1[C:40]([CH3:41])=[CH:39][C:38]([C:42](=[O:44])[NH2:43])=[CH:37][C:36]=1[CH3:45])[C:31](O)=[O:32])=[O:28])([CH3:25])([CH3:24])[CH3:23].O.OC1C2N=NNC=2C=CC=1.Cl.CN(C)CCCN=C=NCC, predict the reaction product. The product is: [C:22]([O:26][C:27](=[O:28])[NH:29][CH:30]([CH2:34][C:35]1[C:36]([CH3:45])=[CH:37][C:38]([C:42](=[O:44])[NH2:43])=[CH:39][C:40]=1[CH3:41])[C:31](=[O:32])[N:13]1[CH:12]([C:9]2[NH:10][CH:11]=[C:7]([C:1]3[CH:2]=[CH:3][CH:4]=[CH:5][CH:6]=3)[N:8]=2)[CH2:21][C:20]2[C:15](=[CH:16][CH:17]=[CH:18][CH:19]=2)[CH2:14]1)([CH3:25])([CH3:24])[CH3:23]. (3) Given the reactants [CH3:1][N:2]1[CH:6]=[C:5]([C:7]2[CH:8]=[CH:9][C:10]3[N:11]([C:13]([SH:16])=[N:14][N:15]=3)[CH:12]=2)[CH:4]=[N:3]1.Br[C:18]1[CH:19]=[C:20]2[C:25](=[CH:26][CH:27]=1)[N:24]=[CH:23][C:22]([C:28]([N:30]1[CH2:35][CH2:34][O:33][CH2:32][CH2:31]1)=[O:29])=[C:21]2[Cl:36].C1(P(C2C=CC=CC=2)C2C3OC4C(=CC=CC=4P(C4C=CC=CC=4)C4C=CC=CC=4)C(C)(C)C=3C=CC=2)C=CC=CC=1.C(N(CC)C(C)C)(C)C, predict the reaction product. The product is: [Cl:36][C:21]1[C:20]2[C:25](=[CH:26][CH:27]=[C:18]([S:16][C:13]3[N:11]4[CH:12]=[C:7]([C:5]5[CH:4]=[N:3][N:2]([CH3:1])[CH:6]=5)[CH:8]=[CH:9][C:10]4=[N:15][N:14]=3)[CH:19]=2)[N:24]=[CH:23][C:22]=1[C:28]([N:30]1[CH2:35][CH2:34][O:33][CH2:32][CH2:31]1)=[O:29]. (4) Given the reactants [N+:1]([C:4]1[CH:5]=[N:6][CH:7]=[CH:8][C:9]=1[CH2:10]P(=O)(OCC)OCC)([O-:3])=[O:2].[H-].[Na+].[C:21]([N:28]1[CH2:33][CH2:32][CH2:31][CH2:30][CH2:29]1)([O:23][C:24]([CH3:27])([CH3:26])[CH3:25])=[O:22], predict the reaction product. The product is: [N+:1]([C:4]1[CH:5]=[N:6][CH:7]=[CH:8][C:9]=1[CH:10]=[C:31]1[CH2:32][CH2:33][N:28]([C:21]([O:23][C:24]([CH3:27])([CH3:26])[CH3:25])=[O:22])[CH2:29][CH2:30]1)([O-:3])=[O:2]. (5) Given the reactants [OH:1][C:2]1[CH:38]=[CH:37][C:5]([C:6]([N:8]([CH:34]([CH3:36])[CH3:35])[C:9]2[CH:14]=[C:13]([O:15][CH3:16])[CH:12]=[CH:11][C:10]=2[CH:17]2[CH2:26][CH2:25][C:24]3[CH:23]=[C:22]([O:27]C(=O)C(C)(C)C)[CH:21]=[CH:20][C:19]=3[CH2:18]2)=O)=[CH:4][CH:3]=1.[N:39]1([C:43](=O)[CH2:44]Cl)[CH2:42][CH2:41][CH2:40]1, predict the reaction product. The product is: [N:39]1([CH2:43][CH2:44][O:1][C:2]2[CH:3]=[CH:4][C:5]([CH2:6][N:8]([CH:34]([CH3:36])[CH3:35])[C:9]3[CH:14]=[C:13]([O:15][CH3:16])[CH:12]=[CH:11][C:10]=3[CH:17]3[CH2:26][CH2:25][C:24]4[CH:23]=[C:22]([OH:27])[CH:21]=[CH:20][C:19]=4[CH2:18]3)=[CH:37][CH:38]=2)[CH2:42][CH2:41][CH2:40]1. (6) Given the reactants [C:1]([O:5][C:6]([N:8]1[CH:12]=[CH:11][CH:10]=[C:9]1[C:13]1[S:14][C:15]([C:18]([O:20][CH2:21][CH3:22])=[O:19])=[CH:16][N:17]=1)=[O:7])([CH3:4])([CH3:3])[CH3:2].[Br:23]N1C(=O)CCC1=O.C(=O)([O-])O.[Na+], predict the reaction product. The product is: [Br:23][C:12]1[N:8]([C:6]([O:5][C:1]([CH3:4])([CH3:3])[CH3:2])=[O:7])[C:9]([C:13]2[S:14][C:15]([C:18]([O:20][CH2:21][CH3:22])=[O:19])=[CH:16][N:17]=2)=[CH:10][CH:11]=1.